This data is from Full USPTO retrosynthesis dataset with 1.9M reactions from patents (1976-2016). The task is: Predict the reactants needed to synthesize the given product. (1) Given the product [Br:15][C:7]1[C:6]2[C:5]([C:3]([O:2][CH3:1])=[O:4])=[C:13]([F:14])[CH:12]=[CH:11][C:10]=2[NH:9][N:8]=1, predict the reactants needed to synthesize it. The reactants are: [CH3:1][O:2][C:3]([C:5]1[C:6]2[CH:7]=[N:8][NH:9][C:10]=2[CH:11]=[CH:12][C:13]=1[F:14])=[O:4].[Br:15]N1C(=O)CCC1=O. (2) The reactants are: [CH:1]1[C:13]2[N:12]([CH:14]3[C:23]4[C:18](=[CH:19][CH:20]=[CH:21][CH:22]=4)[N:17]([C:24](=[O:35])[C:25]4[CH:30]=[CH:29][C:28]([O:31][CH3:32])=[C:27]([O:33][CH3:34])[CH:26]=4)[CH:16]([CH2:36][CH2:37][CH2:38][CH2:39][C:40](O)=[O:41])[CH2:15]3)[C:11]3[C:6](=[CH:7][CH:8]=[CH:9][CH:10]=3)[C:5]=2[CH:4]=[CH:3][CH:2]=1.ON1C(=O)CCC1=O.CCN=C=NCCCN(C)C.[BH4-].[Na+].C(O)(=O)CC(CC(O)=O)(C(O)=O)O. Given the product [CH:1]1[C:13]2[N:12]([CH:14]3[C:23]4[C:18](=[CH:19][CH:20]=[CH:21][CH:22]=4)[N:17]([C:24](=[O:35])[C:25]4[CH:30]=[CH:29][C:28]([O:31][CH3:32])=[C:27]([O:33][CH3:34])[CH:26]=4)[CH:16]([CH2:36][CH2:37][CH2:38][CH2:39][CH2:40][OH:41])[CH2:15]3)[C:11]3[C:6](=[CH:7][CH:8]=[CH:9][CH:10]=3)[C:5]=2[CH:4]=[CH:3][CH:2]=1, predict the reactants needed to synthesize it. (3) The reactants are: [Cl:1][C:2]1[C:11]([C:12]([F:15])([F:14])[F:13])=[CH:10][C:5]2[NH:6][C:7](=O)[NH:8][C:4]=2[CH:3]=1.O=P(Cl)(Cl)[Cl:18]. Given the product [Cl:18][C:7]1[NH:8][C:4]2[CH:3]=[C:2]([Cl:1])[C:11]([C:12]([F:15])([F:14])[F:13])=[CH:10][C:5]=2[N:6]=1, predict the reactants needed to synthesize it. (4) Given the product [NH2:1][CH2:2][CH2:3][CH2:4][CH2:5][C:6]([O:8][CH3:10])=[O:7], predict the reactants needed to synthesize it. The reactants are: [NH2:1][CH2:2][CH2:3][CH2:4][CH2:5][C:6]([OH:8])=[O:7].Cl.[C:10]([O-])(O)=O.[Na+].[Na+].[Cl-]. (5) Given the product [C:12]([NH:15][C@H:16]([C:18]([NH:2][C:3]1[CH:8]=[CH:7][C:6]([O:9][CH3:10])=[CH:5][C:4]=1[OH:11])=[O:19])[CH3:17])(=[O:14])[CH3:13], predict the reactants needed to synthesize it. The reactants are: Cl.[NH2:2][C:3]1[CH:8]=[CH:7][C:6]([O:9][CH3:10])=[CH:5][C:4]=1[OH:11].[C:12]([NH:15][CH:16]([C:18](O)=[O:19])[CH3:17])(=[O:14])[CH3:13].ON1C2C=CC=CC=2N=N1.C(N(CC)CC)C.Cl.C(N=C=NCCCN(C)C)C. (6) Given the product [CH3:1][C:2]1[C:3]([C:17]([O:19][CH2:20][CH3:21])=[O:18])=[N:4][O:5][C:6]=1[CH:7]1[CH2:8][CH2:9][C:10]2([O:14][CH2:13][CH2:12][O:11]2)[CH2:15][CH2:16]1, predict the reactants needed to synthesize it. The reactants are: [CH3:1][C:2]1[C:3]([C:17]([O:19][CH2:20][CH3:21])=[O:18])=[N:4][O:5][C:6]=1[C:7]1[CH2:16][CH2:15][C:10]2([O:14][CH2:13][CH2:12][O:11]2)[CH2:9][CH:8]=1. (7) Given the product [Cl:19][C:20]1[CH:21]=[C:22]([C:26]#[C:27][C:28]2[CH2:32][C:31]3([CH2:33][NH:34][CH2:37]3)[O:30][N:29]=2)[CH:23]=[CH:24][CH:25]=1, predict the reactants needed to synthesize it. The reactants are: C1(C#CC2CC3(CCNCC3)ON=2)C=CC=CC=1.[Cl:19][C:20]1[CH:21]=[C:22]([C:26]#[C:27][C:28]2[CH2:32][C:31]3(CC[N:34]([C:37](OC(C)(C)C)=O)[CH2:33]3)[O:30][N:29]=2)[CH:23]=[CH:24][CH:25]=1.